This data is from Full USPTO retrosynthesis dataset with 1.9M reactions from patents (1976-2016). The task is: Predict the reactants needed to synthesize the given product. (1) Given the product [Br:13][C:14]1[CH:21]=[CH:20][C:17]([CH2:18][N:1]([CH2:2][CH2:3][CH2:4][NH:5][C:6]([O:7][C:8]([CH3:9])([CH3:11])[CH3:10])=[O:12])[C:33](=[O:42])[O:34][CH2:35][C:36]2[CH:41]=[CH:40][CH:39]=[CH:38][CH:37]=2)=[C:16]([F:22])[CH:15]=1, predict the reactants needed to synthesize it. The reactants are: [NH2:1][CH2:2][CH2:3][CH2:4][NH:5][C:6](=[O:12])[O:7][C:8]([CH3:11])([CH3:10])[CH3:9].[Br:13][C:14]1[CH:21]=[CH:20][C:17]([CH:18]=O)=[C:16]([F:22])[CH:15]=1.C(O)(=O)C.[Na].C(=O)([O-])O.[Na+].[C:33](Cl)(=[O:42])[O:34][CH2:35][C:36]1[CH:41]=[CH:40][CH:39]=[CH:38][CH:37]=1. (2) Given the product [CH:17]([Si:20]([CH:24]([CH3:26])[CH3:25])([CH:21]([CH3:23])[CH3:22])[O:9][CH2:8][C:2]1([NH2:1])[CH2:7][CH2:6][CH2:5][CH2:4][CH2:3]1)([CH3:19])[CH3:18], predict the reactants needed to synthesize it. The reactants are: [NH2:1][C:2]1([CH2:8][OH:9])[CH2:7][CH2:6][CH2:5][CH2:4][CH2:3]1.C(N(CC)CC)C.[CH:17]([Si:20](Cl)([CH:24]([CH3:26])[CH3:25])[CH:21]([CH3:23])[CH3:22])([CH3:19])[CH3:18]. (3) Given the product [CH3:1][Si:2]([CH3:39])([CH3:38])[CH2:3][CH2:4][O:5][CH2:6][N:7]([CH2:30][O:31][CH2:32][CH2:33][Si:34]([CH3:37])([CH3:36])[CH3:35])[C:8]1[N:13]2[N:14]=[CH:15][C:16]([C:44]3[CH:45]=[N:46][C:41]([Cl:40])=[CH:42][CH:43]=3)=[C:12]2[N:11]=[C:10]([CH2:18][CH:19]2[CH2:24][CH2:23][CH:22]([C:25]([O:27][CH2:28][CH3:29])=[O:26])[CH2:21][CH2:20]2)[CH:9]=1, predict the reactants needed to synthesize it. The reactants are: [CH3:1][Si:2]([CH3:39])([CH3:38])[CH2:3][CH2:4][O:5][CH2:6][N:7]([CH2:30][O:31][CH2:32][CH2:33][Si:34]([CH3:37])([CH3:36])[CH3:35])[C:8]1[N:13]2[N:14]=[CH:15][C:16](I)=[C:12]2[N:11]=[C:10]([CH2:18][CH:19]2[CH2:24][CH2:23][CH:22]([C:25]([O:27][CH2:28][CH3:29])=[O:26])[CH2:21][CH2:20]2)[CH:9]=1.[Cl:40][C:41]1[N:46]=[CH:45][C:44](B2OC(C)(C)C(C)(C)O2)=[CH:43][CH:42]=1.[O-]P([O-])([O-])=O.[K+].[K+].[K+].C(Cl)Cl. (4) The reactants are: [Cl:1][C:2]1[CH:7]=[CH:6][C:5]([NH2:8])=[CH:4][CH:3]=1.[N+:9]([C:12]1[CH:13]=[C:14]([CH:17]=[CH:18][CH:19]=1)[CH:15]=O)([O-:11])=[O:10]. Given the product [Cl:1][C:2]1[CH:7]=[CH:6][C:5]([N:8]=[CH:15][C:14]2[CH:17]=[CH:18][CH:19]=[C:12]([N+:9]([O-:11])=[O:10])[CH:13]=2)=[CH:4][CH:3]=1, predict the reactants needed to synthesize it.